The task is: Predict the reactants needed to synthesize the given product.. This data is from Full USPTO retrosynthesis dataset with 1.9M reactions from patents (1976-2016). (1) Given the product [NH2:34][C:33]1[S:35][C:1]([CH2:3][CH2:4][CH2:5][CH2:6][N:7]2[CH:12]=[CH:11][C:10]([NH:13][C:14](=[O:22])[CH2:15][C:16]3[CH:21]=[CH:20][CH:19]=[CH:18][CH:17]=3)=[CH:9][C:8]2=[O:23])=[N:2][N:31]=1, predict the reactants needed to synthesize it. The reactants are: [C:1]([CH2:3][CH2:4][CH2:5][CH2:6][N:7]1[CH:12]=[CH:11][C:10]([NH:13][C:14](=[O:22])[CH2:15][C:16]2[CH:21]=[CH:20][CH:19]=[CH:18][CH:17]=2)=[CH:9][C:8]1=[O:23])#[N:2].FC(F)(F)C(O)=O.[NH:31]([C:33](=[S:35])[NH2:34])N. (2) The reactants are: [NH2:1][C:2]1[O:6][N:5]=[C:4]([CH3:7])[CH:3]=1.CCN(C(C)C)C(C)C.[C:17](Cl)(=O)[O:18]C1C=CC([N+]([O-])=O)=CC=1.[NH2:30][CH2:31][C:32]1[CH:33]=[C:34]([CH:47]=[CH:48][C:49]=1[F:50])[CH2:35][N:36]1[CH2:41][CH2:40][N:39]([C:42]([O:44][CH2:45][CH3:46])=[O:43])[CH2:38][CH2:37]1. Given the product [F:50][C:49]1[CH:48]=[CH:47][C:34]([CH2:35][N:36]2[CH2:41][CH2:40][N:39]([C:42]([O:44][CH2:45][CH3:46])=[O:43])[CH2:38][CH2:37]2)=[CH:33][C:32]=1[CH2:31][NH:30][C:17]([NH:1][C:2]1[O:6][N:5]=[C:4]([CH3:7])[CH:3]=1)=[O:18], predict the reactants needed to synthesize it.